Dataset: Forward reaction prediction with 1.9M reactions from USPTO patents (1976-2016). Task: Predict the product of the given reaction. (1) Given the reactants [CH2:1]([C:8]1[O:12][C:11]([CH:13]2OCC[O:14]2)=[CH:10][CH:9]=1)[C:2]1[CH:7]=[CH:6][CH:5]=[CH:4][CH:3]=1.CO.Cl.C(=O)(O)[O-].[Na+], predict the reaction product. The product is: [CH2:1]([C:8]1[O:12][C:11]([CH:13]=[O:14])=[CH:10][CH:9]=1)[C:2]1[CH:7]=[CH:6][CH:5]=[CH:4][CH:3]=1. (2) Given the reactants O[CH:2]([C:13]1[CH:18]=[CH:17][C:16]([O:19][CH3:20])=[CH:15][CH:14]=1)[C:3]1[CH:10]=[CH:9][C:6]([C:7]#[N:8])=[CH:5][C:4]=1[CH2:11][OH:12].P(=O)(O)(O)O, predict the reaction product. The product is: [CH3:20][O:19][C:16]1[CH:17]=[CH:18][C:13]([CH:2]2[C:3]3[C:4](=[CH:5][C:6]([C:7]#[N:8])=[CH:9][CH:10]=3)[CH2:11][O:12]2)=[CH:14][CH:15]=1. (3) Given the reactants C1(NC(N)=N)CC1.[CH:8]([NH:11][C:12]1[N:17]=[C:16]([C:18]2[C:19]([CH:27]([CH3:29])[CH3:28])=[N:20][N:21]3[CH:26]=[CH:25][CH:24]=[CH:23][C:22]=23)[CH:15]=[CH:14][N:13]=1)([CH3:10])[CH3:9], predict the reaction product. The product is: [CH:8]1([NH:11][C:12]2[N:17]=[C:16]([C:18]3[C:19]([CH:27]([CH3:29])[CH3:28])=[N:20][N:21]4[CH:26]=[CH:25][CH:24]=[CH:23][C:22]=34)[CH:15]=[CH:14][N:13]=2)[CH2:10][CH2:9]1.